Task: Predict which catalyst facilitates the given reaction.. Dataset: Catalyst prediction with 721,799 reactions and 888 catalyst types from USPTO (1) Reactant: [F:1][C:2]1[CH:3]=[C:4]([CH:6]=[C:7]([B:9]2[O:13][C:12]([CH3:15])([CH3:14])[C:11]([CH3:17])([CH3:16])[O:10]2)[CH:8]=1)[NH2:5].[CH3:18][O:19][CH2:20][CH2:21][S:22](Cl)(=[O:24])=[O:23]. Product: [F:1][C:2]1[CH:3]=[C:4]([NH:5][S:22]([CH2:21][CH2:20][O:19][CH3:18])(=[O:24])=[O:23])[CH:6]=[C:7]([B:9]2[O:13][C:12]([CH3:15])([CH3:14])[C:11]([CH3:17])([CH3:16])[O:10]2)[CH:8]=1. The catalyst class is: 17. (2) Reactant: C[O-].[Na+].[Cl:4][C:5]1[CH:6]=[C:7]2[C:12](=[CH:13][CH:14]=1)[CH:11]=[C:10]([SH:15])[CH:9]=[CH:8]2.Cl[CH2:17][CH2:18][CH2:19][N:20]([CH3:28])[C:21](=[O:27])[O:22][C:23]([CH3:26])([CH3:25])[CH3:24]. Product: [Cl:4][C:5]1[CH:6]=[C:7]2[C:12](=[CH:13][CH:14]=1)[CH:11]=[C:10]([S:15][CH2:17][CH2:18][CH2:19][N:20]([CH3:28])[C:21](=[O:27])[O:22][C:23]([CH3:26])([CH3:25])[CH3:24])[CH:9]=[CH:8]2. The catalyst class is: 5. (3) Reactant: [C:1](=[O:4])([O-:3])[O-:2].[Ca+2:5].[C:6]1([P:12](=[O:15])([OH:14])[OH:13])[CH:11]=[CH:10][CH:9]=[CH:8][CH:7]=1. Product: [C:1](=[O:2])([O-:4])[O-:3].[Ca+2:5].[C:6]1([P:12](=[O:13])([O-:15])[O-:14])[CH:11]=[CH:10][CH:9]=[CH:8][CH:7]=1.[Ca+2:5]. The catalyst class is: 6.